This data is from Catalyst prediction with 721,799 reactions and 888 catalyst types from USPTO. The task is: Predict which catalyst facilitates the given reaction. (1) Reactant: [ClH:1].O1CCOCC1.[CH2:8]([O:15][C:16]([NH:18][C@@H:19]([CH2:37][CH2:38][CH2:39][NH:40][C:41](=[O:65])[C@H:42]([CH2:51][CH2:52][CH2:53][NH:54][C:55]([O:57][CH2:58][C:59]1[CH:64]=[CH:63][CH:62]=[CH:61][CH:60]=1)=[O:56])[NH:43]C(OC(C)(C)C)=O)[CH2:20][C:21]([NH:23][CH2:24][CH2:25][NH:26][C:27](=[O:36])[O:28][CH2:29][C:30]1[CH:35]=[CH:34][CH:33]=[CH:32][CH:31]=1)=[O:22])=[O:17])[C:9]1[CH:14]=[CH:13][CH:12]=[CH:11][CH:10]=1. Product: [ClH:1].[NH2:43][C@H:42]([C:41](=[O:65])[NH:40][CH2:39][CH2:38][CH2:37][C@H:19]([NH:18][C:16]([O:15][CH2:8][C:9]1[CH:14]=[CH:13][CH:12]=[CH:11][CH:10]=1)=[O:17])[CH2:20][C:21](=[O:22])[NH:23][CH2:24][CH2:25][NH:26][C:27](=[O:36])[O:28][CH2:29][C:30]1[CH:31]=[CH:32][CH:33]=[CH:34][CH:35]=1)[CH2:51][CH2:52][CH2:53][NH:54][C:55](=[O:56])[O:57][CH2:58][C:59]1[CH:60]=[CH:61][CH:62]=[CH:63][CH:64]=1. The catalyst class is: 12. (2) Reactant: [Cl:1][C:2]1[CH:3]=[C:4]([CH:7]=[CH:8][CH:9]=1)[CH:5]=O.Cl.[NH2:11][OH:12].C([O-])(=O)C.[Na+]. Product: [Cl:1][C:2]1[CH:3]=[C:4]([CH:7]=[CH:8][CH:9]=1)/[CH:5]=[N:11]\[OH:12]. The catalyst class is: 8. (3) Reactant: C[O:2][C:3]([C:5]1[CH:6]=[C:7]([CH3:36])[C:8]2[N:12]=[C:11]([CH2:13][CH2:14][CH3:15])[N:10]([CH2:16][C:17]3[CH:34]=[CH:33][C:20]4/[C:21](=[CH:30]/[C:31]#[N:32])/[C:22]5[CH:29]=[CH:28][CH:27]=[CH:26][C:23]=5[CH2:24][CH2:25][C:19]=4[CH:18]=3)[C:9]=2[CH:35]=1)=[O:4].[OH-].[Na+].Cl. Product: [C:3]([C:5]1[CH:6]=[C:7]([CH3:36])[C:8]2[N:12]=[C:11]([CH2:13][CH2:14][CH3:15])[N:10]([CH2:16][C:17]3[CH:34]=[CH:33][C:20]4/[C:21](=[CH:30]/[C:31]#[N:32])/[C:22]5[CH:29]=[CH:28][CH:27]=[CH:26][C:23]=5[CH2:24][CH2:25][C:19]=4[CH:18]=3)[C:9]=2[CH:35]=1)([OH:4])=[O:2]. The catalyst class is: 8. (4) Reactant: [Cl:1][C:2]1[N:7]=[CH:6][C:5]([NH:8][CH:9]=[C:10]2[C:15](=[O:16])OC(C)(C)OC2=O)=[CH:4][CH:3]=1. Product: [Cl:1][C:2]1[N:7]=[C:6]2[C:5](=[CH:4][CH:3]=1)[N:8]=[CH:9][CH:10]=[C:15]2[OH:16]. The catalyst class is: 736. (5) Reactant: [Si]([O:8][C:9]1[C:10]([F:25])=[C:11]([C:15]([CH2:21][CH:22]2[CH2:24][CH2:23]2)=[CH:16][C:17]([O:19][CH3:20])=[O:18])[CH:12]=[CH:13][CH:14]=1)(C(C)(C)C)(C)C.[Mg].[F-].[K+]. Product: [CH:22]1([CH2:21][CH:15]([C:11]2[CH:12]=[CH:13][CH:14]=[C:9]([OH:8])[C:10]=2[F:25])[CH2:16][C:17]([O:19][CH3:20])=[O:18])[CH2:23][CH2:24]1. The catalyst class is: 5. (6) Reactant: [CH2:1]([N:8]1[CH2:19][CH2:18][C:11]2[N:12]=[C:13]([Cl:17])[N:14]=[C:15](Cl)[C:10]=2[CH2:9]1)[C:2]1[CH:7]=[CH:6][CH:5]=[CH:4][CH:3]=1.[CH3:20][O-:21].[Na+]. Product: [CH2:1]([N:8]1[CH2:19][CH2:18][C:11]2[N:12]=[C:13]([Cl:17])[N:14]=[C:15]([O:21][CH3:20])[C:10]=2[CH2:9]1)[C:2]1[CH:7]=[CH:6][CH:5]=[CH:4][CH:3]=1. The catalyst class is: 5.